Dataset: Catalyst prediction with 721,799 reactions and 888 catalyst types from USPTO. Task: Predict which catalyst facilitates the given reaction. Reactant: [OH-].[Na+].[C:3]([C:5]1[CH:6]=[C:7]([C:15]2[O:19][N:18]=[C:17]([C:20]3[C:21]([O:34][CH3:35])=[C:22]([CH2:27][CH2:28][C:29]([O:31]CC)=[O:30])[CH:23]=[C:24]([F:26])[CH:25]=3)[N:16]=2)[CH:8]=[CH:9][C:10]=1[O:11][CH:12]([CH3:14])[CH3:13])#[N:4].Cl. Product: [C:3]([C:5]1[CH:6]=[C:7]([C:15]2[O:19][N:18]=[C:17]([C:20]3[C:21]([O:34][CH3:35])=[C:22]([CH2:27][CH2:28][C:29]([OH:31])=[O:30])[CH:23]=[C:24]([F:26])[CH:25]=3)[N:16]=2)[CH:8]=[CH:9][C:10]=1[O:11][CH:12]([CH3:13])[CH3:14])#[N:4]. The catalyst class is: 30.